This data is from Full USPTO retrosynthesis dataset with 1.9M reactions from patents (1976-2016). The task is: Predict the reactants needed to synthesize the given product. (1) The reactants are: [CH2:1]([O:8][C:9]([NH:11][C:12]([C:34]#[N:35])([CH2:20][C:21]([O:23][CH:24]1[CH:29]([CH:30]([CH3:32])[CH3:31])[CH2:28][CH2:27][CH:26]([CH3:33])[CH2:25]1)=[O:22])[C:13]([O:15][C:16]([CH3:19])([CH3:18])[CH3:17])=[O:14])=[O:10])[C:2]1[CH:7]=[CH:6][CH:5]=[CH:4][CH:3]=1.CC(C)=[O:38].C(=O)([O-])[O-].[K+].[K+].OO. Given the product [CH2:1]([O:8][C:9]([NH:11][C:12]([C:34](=[O:38])[NH2:35])([CH2:20][C:21]([O:23][CH:24]1[CH:29]([CH:30]([CH3:31])[CH3:32])[CH2:28][CH2:27][CH:26]([CH3:33])[CH2:25]1)=[O:22])[C:13]([O:15][C:16]([CH3:19])([CH3:17])[CH3:18])=[O:14])=[O:10])[C:2]1[CH:7]=[CH:6][CH:5]=[CH:4][CH:3]=1, predict the reactants needed to synthesize it. (2) The reactants are: C(ON=O)CC(C)C.[I:9][C:10]1[CH:16]=[C:15]([C:17]([F:20])([F:19])[F:18])[CH:14]=[C:13]([I:21])[C:11]=1N.Cl. Given the product [I:9][C:10]1[CH:16]=[C:15]([C:17]([F:20])([F:18])[F:19])[CH:14]=[C:13]([I:21])[CH:11]=1, predict the reactants needed to synthesize it. (3) The reactants are: [Cl:1][C:2]1[N:7]2[N:8]=[C:9]([NH2:11])[N:10]=[C:6]2[CH:5]=[C:4]([C:12]2[CH:13]=[N:14][CH:15]=[CH:16][CH:17]=2)[CH:3]=1.[CH2:18]([N:20]=[C:21]=[O:22])[CH3:19]. Given the product [Cl:1][C:2]1[N:7]2[N:8]=[C:9]([NH:11][C:21]([NH:20][CH2:18][CH3:19])=[O:22])[N:10]=[C:6]2[CH:5]=[C:4]([C:12]2[CH:13]=[N:14][CH:15]=[CH:16][CH:17]=2)[CH:3]=1, predict the reactants needed to synthesize it. (4) Given the product [Cl:30][C:31]1[CH:38]=[CH:37][C:34]([CH2:35][N:3]([CH2:4][C:5]2[CH:10]=[CH:9][C:8]([CH2:11][N:12]3[CH2:13][CH2:14][N:15]([C:18]4[C:23]([C:24]([O:26][CH:27]([CH3:28])[CH3:29])=[O:25])=[CH:22][CH:21]=[CH:20][N:19]=4)[CH2:16][CH2:17]3)=[CH:7][CH:6]=2)[CH2:1][CH3:2])=[CH:33][CH:32]=1, predict the reactants needed to synthesize it. The reactants are: [CH2:1]([NH:3][CH2:4][C:5]1[CH:10]=[CH:9][C:8]([CH2:11][N:12]2[CH2:17][CH2:16][N:15]([C:18]3[C:23]([C:24]([O:26][CH:27]([CH3:29])[CH3:28])=[O:25])=[CH:22][CH:21]=[CH:20][N:19]=3)[CH2:14][CH2:13]2)=[CH:7][CH:6]=1)[CH3:2].[Cl:30][C:31]1[CH:38]=[CH:37][C:34]([CH:35]=O)=[CH:33][CH:32]=1.C(O)(=O)C.C([BH3-])#N.[Na+]. (5) Given the product [F:5][C:6]1[CH:7]=[CH:8][C:9]([C:12]2[O:13][C:14]3[CH:24]=[C:23]([O:25][CH2:26][C:27]([F:28])([F:29])[F:30])[C:22]([OH:31])=[CH:21][C:15]=3[C:16]=2[C:17]([NH:19][CH3:20])=[O:18])=[CH:10][CH:11]=1, predict the reactants needed to synthesize it. The reactants are: ClB(Cl)Cl.[F:5][C:6]1[CH:11]=[CH:10][C:9]([C:12]2[O:13][C:14]3[CH:24]=[C:23]([O:25][CH2:26][C:27]([F:30])([F:29])[F:28])[C:22]([O:31]C(C)C)=[CH:21][C:15]=3[C:16]=2[C:17]([NH:19][CH3:20])=[O:18])=[CH:8][CH:7]=1.